Predict the reaction yield, written as a fraction of the theoretical maximum amount of product (1.0 means a 100% yield; for example, 0.34 means a 34% yield). From a dataset of Reaction yield outcomes from USPTO patents with 853,638 reactions. The reactants are [CH3:1][O:2][C:3]([C:5]1[CH:9]=[CH:8][NH:7][CH:6]=1)=[O:4].[B:10]1([B:10]2[O:14][C:13]([CH3:16])([CH3:15])[C:12]([CH3:18])([CH3:17])[O:11]2)[O:14][C:13]([CH3:16])([CH3:15])[C:12]([CH3:18])([CH3:17])[O:11]1. The catalyst is C(C1C=CN=C(C2C=C(C(C)(C)C)C=CN=2)C=1)(C)(C)C.C1CCCCC1. The product is [CH3:17][C:12]1([CH3:18])[C:13]([CH3:16])([CH3:15])[O:14][B:10]([C:8]2[NH:7][CH:6]=[C:5]([C:3]([O:2][CH3:1])=[O:4])[CH:9]=2)[O:11]1. The yield is 0.700.